This data is from Full USPTO retrosynthesis dataset with 1.9M reactions from patents (1976-2016). The task is: Predict the reactants needed to synthesize the given product. (1) Given the product [CH2:1]([C:5]1[N:6]([C:17]2[CH:22]=[CH:21][C:20]([O:23][C:24]3[CH:25]=[CH:26][C:27]([Cl:30])=[CH:28][CH:29]=3)=[CH:19][CH:18]=2)[CH:7]=[C:8]([C:10]2[CH:11]=[CH:12][C:13]([O:16][CH2:48][C@@H:49]3[CH2:50][O:51]3)=[CH:14][CH:15]=2)[N:9]=1)[CH2:2][CH2:3][CH3:4], predict the reactants needed to synthesize it. The reactants are: [CH2:1]([C:5]1[N:6]([C:17]2[CH:22]=[CH:21][C:20]([O:23][C:24]3[CH:29]=[CH:28][C:27]([Cl:30])=[CH:26][CH:25]=3)=[CH:19][CH:18]=2)[CH:7]=[C:8]([C:10]2[CH:15]=[CH:14][C:13]([OH:16])=[CH:12][CH:11]=2)[N:9]=1)[CH2:2][CH2:3][CH3:4].C([O-])([O-])=O.[Cs+].[Cs+].CC1C=CC(S(O[CH2:48][C@H:49]2[O:51][CH2:50]2)(=O)=O)=CC=1.C1(O)C=CC=CC=1. (2) Given the product [CH3:1][O:2][C:3]1[CH:4]=[CH:5][C:6]([C:7]([NH:9][C:10]2[CH:15]=[CH:14][CH:13]=[CH:12][C:11]=2[N:16]2[C:24](=[O:25])[C:23]3[C:18](=[CH:19][CH:20]=[C:21]([NH2:26])[CH:22]=3)[C:17]2=[O:29])=[O:8])=[CH:30][CH:31]=1, predict the reactants needed to synthesize it. The reactants are: [CH3:1][O:2][C:3]1[CH:31]=[CH:30][C:6]([C:7]([NH:9][C:10]2[CH:15]=[CH:14][CH:13]=[CH:12][C:11]=2[N:16]2[C:24](=[O:25])[C:23]3[C:18](=[CH:19][CH:20]=[C:21]([N+:26]([O-])=O)[CH:22]=3)[C:17]2=[O:29])=[O:8])=[CH:5][CH:4]=1.C(O)C.[H][H].